Dataset: Full USPTO retrosynthesis dataset with 1.9M reactions from patents (1976-2016). Task: Predict the reactants needed to synthesize the given product. (1) Given the product [CH2:1]([NH:8][CH2:16][CH2:17][CH:18]([C:32]1[CH:33]=[CH:34][C:35]([N:38]([CH2:43][CH3:44])[C:39]([O:41][CH3:42])=[O:40])=[CH:36][CH:37]=1)[C:19]1[CH:24]=[CH:23][C:22]([N:25]([C:28]([O:30][CH3:31])=[O:29])[CH2:26][CH3:27])=[CH:21][CH:20]=1)[C:2]1[CH:3]=[CH:4][CH:5]=[CH:6][CH:7]=1, predict the reactants needed to synthesize it. The reactants are: [CH2:1]([N:8]([CH2:16][CH2:17][CH:18]([C:32]1[CH:37]=[CH:36][C:35]([N:38]([CH2:43][CH3:44])[C:39]([O:41][CH3:42])=[O:40])=[CH:34][CH:33]=1)[C:19]1[CH:24]=[CH:23][C:22]([N:25]([C:28]([O:30][CH3:31])=[O:29])[CH2:26][CH3:27])=[CH:21][CH:20]=1)C(OC(C)(C)C)=O)[C:2]1[CH:7]=[CH:6][CH:5]=[CH:4][CH:3]=1.Cl.O1CCOCC1. (2) Given the product [NH:4]1[CH2:5][CH2:6][C@H:2]([NH:1][C:15]2[C:16]3[CH:17]=[CH:18][N:19]=[CH:20][C:21]=3[CH:22]=[CH:23][CH:24]=2)[CH2:3]1, predict the reactants needed to synthesize it. The reactants are: [NH2:1][C@H:2]1[CH2:6][CH2:5][N:4](C(OC(C)(C)C)=O)[CH2:3]1.Br[C:15]1[CH:24]=[CH:23][CH:22]=[C:21]2[C:16]=1[CH:17]=[CH:18][N:19]=[CH:20]2. (3) Given the product [CH2:1]([O:8][N:9]1[C:14]2[N:15]=[CH:16][N:17]=[C:18]([C:19]3[CH:24]=[CH:23][CH:22]=[CH:21][CH:20]=3)[C:13]=2[C:12]([OH:25])=[CH:11][C:10]1=[O:31])[C:2]1[CH:7]=[CH:6][CH:5]=[CH:4][CH:3]=1, predict the reactants needed to synthesize it. The reactants are: [CH2:1]([O:8][N:9]1[C:14]2[N:15]=[CH:16][N:17]=[C:18]([C:19]3[CH:24]=[CH:23][CH:22]=[CH:21][CH:20]=3)[C:13]=2[C:12]([OH:25])=[C:11](C(OCC)=O)[C:10]1=[O:31])[C:2]1[CH:7]=[CH:6][CH:5]=[CH:4][CH:3]=1.Cl.O1CCOCC1.C(OCC)(=O)C. (4) Given the product [C:6]1([CH3:10])[CH:7]=[CH:8][CH:9]=[C:4]([NH2:1])[C:5]=1[NH2:11], predict the reactants needed to synthesize it. The reactants are: [N+:1]([C:4]1[C:5]([N+:11]([O-])=O)=[C:6]([CH3:10])[CH:7]=[CH:8][CH:9]=1)([O-])=O.[N+](C1C([N+]([O-])=O)=C(C)C=CC=1)([O-])=O.O. (5) Given the product [NH2:30][C:26]1[CH:25]=[C:24]([CH:29]=[CH:28][CH:27]=1)[CH2:23][NH:22][C:18]1[CH:19]=[CH:20][CH:21]=[C:16]([NH:15][C:13]2[C:12]([Cl:33])=[CH:11][N:10]=[C:9]([Cl:8])[N:14]=2)[CH:17]=1, predict the reactants needed to synthesize it. The reactants are: FC(F)(F)C(O)=O.[Cl:8][C:9]1[N:14]=[C:13]([NH:15][C:16]2[CH:21]=[CH:20][CH:19]=[C:18]([NH:22][CH2:23][C:24]3[CH:29]=[CH:28][CH:27]=[C:26]([N+:30]([O-])=O)[CH:25]=3)[CH:17]=2)[C:12]([Cl:33])=[CH:11][N:10]=1.O. (6) The reactants are: O[C:2]1[C:11]2[C:6](=[CH:7][C:8]([C:12]([F:15])([F:14])[F:13])=[CH:9][CH:10]=2)[N:5]=[CH:4][C:3]=1[C:16]([O:18][CH2:19][CH3:20])=[O:17].P(Cl)(Cl)([Cl:23])=O. Given the product [Cl:23][C:2]1[C:11]2[C:6](=[CH:7][C:8]([C:12]([F:15])([F:14])[F:13])=[CH:9][CH:10]=2)[N:5]=[CH:4][C:3]=1[C:16]([O:18][CH2:19][CH3:20])=[O:17], predict the reactants needed to synthesize it.